This data is from Catalyst prediction with 721,799 reactions and 888 catalyst types from USPTO. The task is: Predict which catalyst facilitates the given reaction. (1) The catalyst class is: 382. Reactant: C1(=O)OC(=[O:5])C2=CC=CC=C12.OO.[NH2:14][C:15]([NH2:17])=O.N[C:19]1[C:24]([Cl:25])=CN=[CH:21][C:20]=1[Cl:26].S([O-])([O-])=O.[Na+].[Na+]. Product: [NH2:14][C:15]1[C:24]([Cl:25])=[CH:19][C:20]([Cl:26])=[CH:21][N+:17]=1[O-:5]. (2) Reactant: [C:1](Cl)(=[O:5])[C:2](Cl)=[O:3].[Cl:7][C:8]1[CH:13]=[CH:12][C:11]([C:14]2[NH:15][C:16]3[C:21]([CH:22]=2)=[CH:20][CH:19]=[CH:18][C:17]=3[Cl:23])=[CH:10][C:9]=1[S:24]([NH:27][CH:28]1[CH2:33][CH2:32][CH2:31][CH2:30][CH2:29]1)(=[O:26])=[O:25].[CH3:34][OH:35]. Product: [CH3:34][O:35][C:1](=[O:5])[C:2]([C:22]1[C:21]2[C:16](=[C:17]([Cl:23])[CH:18]=[CH:19][CH:20]=2)[NH:15][C:14]=1[C:11]1[CH:12]=[CH:13][C:8]([Cl:7])=[C:9]([S:24](=[O:26])(=[O:25])[NH:27][CH:28]2[CH2:33][CH2:32][CH2:31][CH2:30][CH2:29]2)[CH:10]=1)=[O:3]. The catalyst class is: 4.